Dataset: HIV replication inhibition screening data with 41,000+ compounds from the AIDS Antiviral Screen. Task: Binary Classification. Given a drug SMILES string, predict its activity (active/inactive) in a high-throughput screening assay against a specified biological target. The compound is Cc1cn(CC(=O)NCCCO)c(=O)[nH]c1=O. The result is 0 (inactive).